Dataset: Reaction yield outcomes from USPTO patents with 853,638 reactions. Task: Predict the reaction yield, written as a fraction of the theoretical maximum amount of product (1.0 means a 100% yield; for example, 0.34 means a 34% yield). (1) No catalyst specified. The yield is 0.120. The reactants are C[O:2][C:3](=[O:16])[C:4]1[CH:9]=[CH:8][C:7]([O:10][CH2:11][CH2:12][CH2:13]Br)=[CH:6][C:5]=1[OH:15].[F:17][C:18]([F:33])([F:32])[C:19]1[CH:20]=[C:21]([CH:25]=[C:26]([C:28]([F:31])([F:30])[F:29])[CH:27]=1)[CH:22]=[N:23][OH:24]. The product is [F:17][C:18]([F:32])([F:33])[C:19]1[CH:20]=[C:21](/[CH:22]=[N:23]/[O:24][CH2:13][CH2:12][CH2:11][O:10][C:7]2[CH:8]=[CH:9][C:4]([C:3]([OH:2])=[O:16])=[C:5]([OH:15])[CH:6]=2)[CH:25]=[C:26]([C:28]([F:30])([F:31])[F:29])[CH:27]=1. (2) The reactants are [NH2:1][C:2]1[N:7]=[CH:6][C:5]([C:8]2[CH:29]=[CH:28][C:11]3[N:12]([C:24]([CH3:27])([CH3:26])[CH3:25])[C:13]([C:15]4[CH:16]=[C:17]([CH:20]=[CH:21][C:22]=4F)[C:18]#[N:19])=[N:14][C:10]=3[CH:9]=2)=[CH:4][N:3]=1.C[N:31]1[CH2:35][N:34]=[CH:33][NH:32]1.[C:36]([O-])([O-])=O.[K+].[K+]. The catalyst is CS(C)=O. The product is [NH2:1][C:2]1[N:7]=[CH:6][C:5]([C:8]2[CH:29]=[CH:28][C:11]3[N:12]([C:24]([CH3:27])([CH3:26])[CH3:25])[C:13]([C:15]4[CH:16]=[C:17]([CH:20]=[CH:21][C:22]=4[N:31]4[CH:35]=[N:34][C:33]([CH3:36])=[N:32]4)[C:18]#[N:19])=[N:14][C:10]=3[CH:9]=2)=[CH:4][N:3]=1. The yield is 0.560. (3) The reactants are C(NC(C)C)(C)C.[CH3:8][O:9][C:10]1[CH:11]=[CH:12][C:13]([C:17]#[C:18][Si:19]([CH3:22])([CH3:21])[CH3:20])=[C:14]([OH:16])[CH:15]=1.[CH3:23][Si:24]([CH3:31])([CH3:30])[CH2:25][CH2:26][O:27][CH2:28]Cl.Cl. The catalyst is C(Cl)Cl.O. The product is [CH3:8][O:9][C:10]1[CH:11]=[CH:12][C:13]([C:17]#[C:18][Si:19]([CH3:20])([CH3:22])[CH3:21])=[C:14]([O:16][CH2:28][O:27][CH2:26][CH2:25][Si:24]([CH3:31])([CH3:30])[CH3:23])[CH:15]=1. The yield is 0.740. (4) The reactants are [CH2:1]([C:4]1([S:7]([N:10]2[C:21]3[C:13](=[C:14]([F:23])[C:15](=[O:22])[N:16]4[C:20]=3[CH2:19][CH2:18][CH2:17]4)[N:12]([C:24]3[CH:29]=[CH:28][C:27]([Br:30])=[CH:26][C:25]=3[F:31])C2=O)(=[O:9])=[O:8])[CH2:6][CH2:5]1)[CH:2]=[CH2:3]. The catalyst is C1COCC1. The product is [Br:30][C:27]1[CH:28]=[CH:29][C:24]([NH:12][C:13]2[C:21]([NH:10][S:7]([C:4]3([CH2:1][CH:2]=[CH2:3])[CH2:5][CH2:6]3)(=[O:8])=[O:9])=[C:20]3[N:16]([CH2:17][CH2:18][CH2:19]3)[C:15](=[O:22])[C:14]=2[F:23])=[C:25]([F:31])[CH:26]=1. The yield is 0.792.